From a dataset of Forward reaction prediction with 1.9M reactions from USPTO patents (1976-2016). Predict the product of the given reaction. Given the reactants C([O:9][CH2:10][CH2:11][N:12]1[C:20]2[C:19](Cl)=[N:18][CH:17]=[N:16][C:15]=2[CH:14]=[CH:13]1)(=O)C1C=CC=CC=1.[NH2:22][C:23]1[CH:39]=[CH:38][C:26]([O:27][C:28]2[CH:36]=[CH:35][CH:34]=[C:33]3[C:29]=2[CH2:30][NH:31][C:32]3=[O:37])=[C:25]([Cl:40])[CH:24]=1.C(O)(C)C.C(=O)([O-])O.[Na+], predict the reaction product. The product is: [Cl:40][C:25]1[CH:24]=[C:23]([NH:22][C:19]2[C:20]3[N:12]([CH2:11][CH2:10][OH:9])[CH:13]=[CH:14][C:15]=3[N:16]=[CH:17][N:18]=2)[CH:39]=[CH:38][C:26]=1[O:27][C:28]1[CH:36]=[CH:35][CH:34]=[C:33]2[C:29]=1[CH2:30][NH:31][C:32]2=[O:37].